Dataset: Full USPTO retrosynthesis dataset with 1.9M reactions from patents (1976-2016). Task: Predict the reactants needed to synthesize the given product. Given the product [CH:18]1([CH3:19])[CH2:4][CH2:5][CH:15]([CH:14]([CH3:13])[CH3:8])[CH:16]([OH:26])[CH2:17]1, predict the reactants needed to synthesize it. The reactants are: C[C@@H]1[C@:19](O)(C(CO)=O)[C@:18]2(C)[C@H:4]([C@H:5]3[C@:15](Cl)([C@@H:16]([OH:26])[CH2:17]2)[C@:14]2(C)[C:8](=CC(C=[CH:13]2)=O)CC3)C1.O.OC1O[C@H](CO)[C@@H](O[C@@H]2O[C@H](CO)[C@H](O)[C@H](O)[C@H]2O)[C@H](O)[C@H]1O.